This data is from Reaction yield outcomes from USPTO patents with 853,638 reactions. The task is: Predict the reaction yield, written as a fraction of the theoretical maximum amount of product (1.0 means a 100% yield; for example, 0.34 means a 34% yield). (1) The reactants are C(N(C(C)C)CC)(C)C.[CH3:10][S:11]([C:14]1[CH:15]=[C:16]([NH:20][C:21](=[O:29])OC2C=CC=CC=2)[CH:17]=[CH:18][CH:19]=1)(=[O:13])=[O:12].[NH2:30][C:31]1[CH:54]=[CH:53][C:34]([O:35][C:36]2[C:45]3[C:40](=[CH:41][C:42]([O:48][CH2:49][CH2:50][O:51][CH3:52])=[C:43]([C:46]#[N:47])[CH:44]=3)[N:39]=[CH:38][CH:37]=2)=[CH:33][CH:32]=1. No catalyst specified. The product is [C:46]([C:43]1[CH:44]=[C:45]2[C:40](=[CH:41][C:42]=1[O:48][CH2:49][CH2:50][O:51][CH3:52])[N:39]=[CH:38][CH:37]=[C:36]2[O:35][C:34]1[CH:33]=[CH:32][C:31]([NH:30][C:21]([NH:20][C:16]2[CH:17]=[CH:18][CH:19]=[C:14]([S:11]([CH3:10])(=[O:12])=[O:13])[CH:15]=2)=[O:29])=[CH:54][CH:53]=1)#[N:47]. The yield is 0.756. (2) The reactants are [CH3:1][C:2]1[NH:6][C:5]([C:7]([O:9][CH2:10][CH3:11])=[O:8])=[C:4]([CH3:12])[C:3]=1[C:13]([O:15][CH2:16][CH3:17])=[O:14].O.[O:19]=[N+]([O-])[O-].[O-][N+](=O)[O-].[O-][N+](=O)[O-].[O-][N+](=O)[O-].[O-][N+](=O)[O-].[O-][N+](=O)[O-].[Ce+4].[NH4+].[NH4+]. The catalyst is C1COCC1.CC(O)=O. The product is [CH:1]([C:2]1[NH:6][C:5]([C:7]([O:9][CH2:10][CH3:11])=[O:8])=[C:4]([CH3:12])[C:3]=1[C:13]([O:15][CH2:16][CH3:17])=[O:14])=[O:19]. The yield is 0.533. (3) The reactants are O[C:2]1[C:3](=O)[C:4](=[O:7])[C:5]=1[OH:6].[CH2:9](O)[CH2:10][CH2:11][CH3:12]. The catalyst is C1C=CC=CC=1. The product is [CH2:9]([C:2]1[C:5](=[O:6])[C:4](=[O:7])[C:3]=1[CH2:3][CH2:2][CH2:5][CH3:4])[CH2:10][CH2:11][CH3:12]. The yield is 0.870.